Dataset: Full USPTO retrosynthesis dataset with 1.9M reactions from patents (1976-2016). Task: Predict the reactants needed to synthesize the given product. (1) The reactants are: Cl.Cl.Cl.[NH2:4][CH2:5][CH2:6][N:7]1[C:15]2[C:14]([NH:16][C:17]3[CH:22]=[CH:21][C:20]([O:23][C:24]4[CH:29]=[CH:28][CH:27]=[C:26]([NH2:30])[CH:25]=4)=[C:19]([Cl:31])[CH:18]=3)=[N:13][CH:12]=[N:11][C:10]=2[CH:9]=[CH:8]1.[CH3:32][C:33]([S:38]([CH3:41])(=[O:40])=[O:39])([CH3:37])[C:34]([OH:36])=O.Cl.C(N=C=NCCCN(C)C)C.ON1C2C=C[CH:62]=[CH:63][C:58]=2N=N1.[O:64]1[CH2:68]CCC1. Given the product [Cl:31][C:19]1[CH:18]=[C:17]([NH:16][C:14]2[C:15]3[N:7]([CH2:6][CH2:5][NH:4][C:34](=[O:36])[C:33]([CH3:37])([S:38]([CH3:41])(=[O:40])=[O:39])[CH3:32])[CH:8]=[CH:9][C:10]=3[N:11]=[CH:12][N:13]=2)[CH:22]=[CH:21][C:20]=1[O:23][C:24]1[CH:25]=[C:26]([NH:30][C:68](=[O:64])[C:63]([CH3:62])([S:38]([CH3:33])(=[O:40])=[O:39])[CH3:58])[CH:27]=[CH:28][CH:29]=1, predict the reactants needed to synthesize it. (2) Given the product [C:23]([O:22][C:20]([NH:19][C@@H:10]([C:11]1[CH:16]=[CH:15][C:14]([O:17][Si:32]([C:29]([CH3:31])([CH3:30])[CH3:28])([CH3:34])[CH3:33])=[C:13]([Cl:18])[CH:12]=1)[C:9]([O:8][CH2:1][C:2]1[CH:7]=[CH:6][CH:5]=[CH:4][CH:3]=1)=[O:27])=[O:21])([CH3:24])([CH3:26])[CH3:25], predict the reactants needed to synthesize it. The reactants are: [CH2:1]([O:8][C:9](=[O:27])[C@@H:10]([NH:19][C:20]([O:22][C:23]([CH3:26])([CH3:25])[CH3:24])=[O:21])[C:11]1[CH:16]=[CH:15][C:14]([OH:17])=[C:13]([Cl:18])[CH:12]=1)[C:2]1[CH:7]=[CH:6][CH:5]=[CH:4][CH:3]=1.[CH3:28][C:29]([Si:32](Cl)([CH3:34])[CH3:33])([CH3:31])[CH3:30].N1C=CN=C1. (3) Given the product [CH2:26]([NH:1][CH2:2][CH2:3][C:4]1[CH:9]=[CH:8][C:7]([S:10]([C:13]2[CH:14]=[CH:15][C:16]([OH:25])=[C:17]([CH2:19][C:20]([O:22][CH2:23][CH3:24])=[O:21])[CH:18]=2)(=[O:12])=[O:11])=[CH:6][CH:5]=1)[C:27]1[CH:32]=[CH:31][CH:30]=[CH:29][CH:28]=1, predict the reactants needed to synthesize it. The reactants are: [NH2:1][CH2:2][CH2:3][C:4]1[CH:9]=[CH:8][C:7]([S:10]([C:13]2[CH:14]=[CH:15][C:16]([OH:25])=[C:17]([CH2:19][C:20]([O:22][CH2:23][CH3:24])=[O:21])[CH:18]=2)(=[O:12])=[O:11])=[CH:6][CH:5]=1.[CH:26](=O)[C:27]1[CH:32]=[CH:31][CH:30]=[CH:29][CH:28]=1.